Predict the product of the given reaction. From a dataset of Forward reaction prediction with 1.9M reactions from USPTO patents (1976-2016). (1) Given the reactants NC1(C2C=CC(C3C(=O)C4C(=CC=C(F)C=4)OC=3C3C=CC=CC=3)=CC=2)CCC1.C(OC(=O)[NH:36][C:37]1([C:41]2[CH:46]=[CH:45][C:44]([C:47]3[C:56](=[O:57])[C:55]4[C:50](=[CH:51][C:52]([C:60](=[O:62])[NH2:61])=[C:53]([O:58][CH3:59])[CH:54]=4)[O:49][C:48]=3[C:63]3[CH:68]=[CH:67][CH:66]=[CH:65][CH:64]=3)=[CH:43][CH:42]=2)[CH2:40][CH2:39][CH2:38]1)(C)(C)C, predict the reaction product. The product is: [NH2:36][C:37]1([C:41]2[CH:42]=[CH:43][C:44]([C:47]3[C:56](=[O:57])[C:55]4[C:50](=[CH:51][C:52]([C:60]([NH2:61])=[O:62])=[C:53]([O:58][CH3:59])[CH:54]=4)[O:49][C:48]=3[C:63]3[CH:64]=[CH:65][CH:66]=[CH:67][CH:68]=3)=[CH:45][CH:46]=2)[CH2:38][CH2:39][CH2:40]1. (2) Given the reactants C[O-].[Na+].[C:4](O)(=[O:6])C.C(O)(=O)C.IC1C=CC=CC=1.[CH3:19][O:20][C:21]1[CH:26]=[CH:25][C:24]([CH2:27][C:28]([O:30][CH3:31])=[O:29])=[CH:23][CH:22]=1.Cl, predict the reaction product. The product is: [CH3:4][O:6][CH:27]([C:24]1[CH:23]=[CH:22][C:21]([O:20][CH3:19])=[CH:26][CH:25]=1)[C:28]([O:30][CH3:31])=[O:29]. (3) Given the reactants [CH2:1]([N:8]1[C:17]2[C:12](=[CH:13][CH:14]=[CH:15][CH:16]=2)[CH2:11][NH:10][C:9]1=[O:18])[C:2]1[CH:7]=[CH:6][CH:5]=[CH:4][CH:3]=1.[H-].[Na+].[F:21][C:22]1[CH:23]=[CH:24][C:25]2[N:26]([CH2:36][C:37]3([CH3:40])[CH2:39][O:38]3)[C:27]3[C:32]([C:33]=2[CH:34]=1)=[CH:31][C:30]([F:35])=[CH:29][CH:28]=3.[Cl-].[NH4+], predict the reaction product. The product is: [CH2:1]([N:8]1[C:17]2[C:12](=[CH:13][CH:14]=[CH:15][CH:16]=2)[CH2:11][N:10]([CH2:40][C:37]([OH:38])([CH3:39])[CH2:36][N:26]2[C:27]3[CH:28]=[CH:29][C:30]([F:35])=[CH:31][C:32]=3[C:33]3[C:25]2=[CH:24][CH:23]=[C:22]([F:21])[CH:34]=3)[C:9]1=[O:18])[C:2]1[CH:3]=[CH:4][CH:5]=[CH:6][CH:7]=1. (4) The product is: [O:1]1[CH2:6][CH2:5][N:4]([C:7]2[CH:12]=[CH:11][C:10]([C:13]3[N:22]=[C:21]([NH:23][CH2:24][CH:25]4[S:49](=[O:53])(=[O:51])[CH2:29][CH2:28][N:27]([C:31]([O:33][C:34]([CH3:35])([CH3:37])[CH3:36])=[O:32])[CH2:26]4)[C:20]4[C:15](=[N:16][CH:17]=[CH:18][N:19]=4)[CH:14]=3)=[CH:9][CH:8]=2)[CH2:3][CH2:2]1. Given the reactants [O:1]1[CH2:6][CH2:5][N:4]([C:7]2[CH:12]=[CH:11][C:10]([C:13]3[N:22]=[C:21]([NH:23][CH2:24][CH:25]4S[CH2:29][CH2:28][N:27]([C:31]([O:33][C:34]([CH3:37])([CH3:36])[CH3:35])=[O:32])[CH2:26]4)[C:20]4[C:15](=[N:16][CH:17]=[CH:18][N:19]=4)[CH:14]=3)=[CH:9][CH:8]=2)[CH2:3][CH2:2]1.ClC1C=C(C=CC=1)C(OO)=O.[S:49]([O-:53])([O-])(=[O:51])=S.[Na+].[Na+], predict the reaction product. (5) The product is: [CH3:10][C:9]1[CH:8]=[C:7]([C:4]2[CH:5]=[CH:6][N:1]=[CH:2][CH:3]=2)[N:13]([C:15]2[N:20]=[CH:19][C:18]([S:21]([NH2:24])(=[O:23])=[O:22])=[CH:17][CH:16]=2)[N:14]=1. Given the reactants [N:1]1[CH:6]=[CH:5][C:4]([C:7](=O)[CH2:8][C:9](=O)[CH3:10])=[CH:3][CH:2]=1.[NH:13]([C:15]1[N:20]=[CH:19][C:18]([S:21]([NH2:24])(=[O:23])=[O:22])=[CH:17][CH:16]=1)[NH2:14].C([O-])(O)=O.[Na+], predict the reaction product. (6) Given the reactants [CH:1]1[C:10]2[C:5](=[CH:6][CH:7]=[CH:8][CH:9]=2)[CH:4]=[C:3]([NH:11][C:12](=[O:31])[C:13]2[CH:18]=[CH:17][CH:16]=[CH:15][C:14]=2[N:19]([C:21]2[CH:26]=[CH:25][N:24]=[C:23](C(OC)=O)[CH:22]=2)[CH3:20])[N:2]=1.[O:32]1[CH2:36]CCC1.C[OH:38].[OH-].[Li+], predict the reaction product. The product is: [CH:1]1[C:10]2[C:5](=[CH:6][CH:7]=[CH:8][CH:9]=2)[CH:4]=[C:3]([NH:11][C:12](=[O:31])[C:13]2[CH:18]=[CH:17][CH:16]=[CH:15][C:14]=2[N:19]([C:21]2[C:22](=[C:36]=[O:32])[CH:23]([OH:38])[N:24]=[CH:25][CH:26]=2)[CH3:20])[N:2]=1. (7) Given the reactants [Cl:1][C:2]1[CH:3]=[C:4]2[C:9](=[CH:10][C:11]=1[O:12][CH:13]([CH3:15])[CH3:14])[N:8]=[C:7]([O:16][CH3:17])[C:6]([CH:18]=[O:19])=[CH:5]2.[CH3:20][Mg]Cl.C1COCC1, predict the reaction product. The product is: [Cl:1][C:2]1[CH:3]=[C:4]2[C:9](=[CH:10][C:11]=1[O:12][CH:13]([CH3:15])[CH3:14])[N:8]=[C:7]([O:16][CH3:17])[C:6]([CH:18]([OH:19])[CH3:20])=[CH:5]2. (8) Given the reactants [CH2:1]([OH:3])[CH3:2].[H-].[Na+].[N:6]1([C:12]([N:14]2[CH2:19][CH:18]([C:20]3[CH:25]=[CH:24][C:23]([C:26]([F:29])([F:28])[F:27])=[CH:22][CH:21]=3)[CH2:17][CH:16]([CH2:30]S([O-])(=O)=O)[CH2:15]2)=[O:13])[CH2:11][CH2:10][O:9][CH2:8][CH2:7]1.O, predict the reaction product. The product is: [CH2:1]([O:3][CH2:30][CH:16]1[CH2:17][CH:18]([C:20]2[CH:25]=[CH:24][C:23]([C:26]([F:29])([F:28])[F:27])=[CH:22][CH:21]=2)[CH2:19][N:14]([C:12]([N:6]2[CH2:11][CH2:10][O:9][CH2:8][CH2:7]2)=[O:13])[CH2:15]1)[CH3:2].